From a dataset of Forward reaction prediction with 1.9M reactions from USPTO patents (1976-2016). Predict the product of the given reaction. (1) Given the reactants [CH3:1][O:2][C:3](=[O:14])[C:4]1[CH:9]=[CH:8][C:7](F)=[C:6]([N+:11]([O-:13])=[O:12])[CH:5]=1.Cl.[CH3:16][NH:17][CH3:18].C(=O)([O-])[O-].[K+].[K+], predict the reaction product. The product is: [CH3:1][O:2][C:3](=[O:14])[C:4]1[CH:9]=[CH:8][C:7]([N:17]([CH3:18])[CH3:16])=[C:6]([N+:11]([O-:13])=[O:12])[CH:5]=1. (2) Given the reactants [CH2:1]([O:8][C:9]([NH:11][C@@H:12]([C@H:17]([OH:19])[CH3:18])[C:13]([O:15][CH3:16])=[O:14])=[O:10])[C:2]1[CH:7]=[CH:6][CH:5]=[CH:4][CH:3]=1.C1(C)C=CC(S([O-])(=O)=O)=CC=1.[NH+]1C=CC=CC=1.[O:37]1[CH:42]=[CH:41][CH2:40][CH2:39][CH2:38]1.C(=O)(O)[O-].[Na+], predict the reaction product. The product is: [CH2:1]([O:8][C:9]([NH:11][C@@H:12]([C@H:17]([O:19][CH:38]1[CH2:39][CH2:40][CH2:41][CH2:42][O:37]1)[CH3:18])[C:13]([O:15][CH3:16])=[O:14])=[O:10])[C:2]1[CH:3]=[CH:4][CH:5]=[CH:6][CH:7]=1. (3) Given the reactants [CH:1]1([O:9][CH2:10][CH2:11][OH:12])[C:4]2[CH:5]=[CH:6][CH:7]=[CH:8][C:3]=2[CH2:2]1.C(N(CC)CC)C.[C:20](Cl)(=[O:24])[C:21]([CH3:23])=[CH2:22], predict the reaction product. The product is: [C:20]([O:12][CH2:11][CH2:10][O:9][CH:1]1[C:4]2[CH:5]=[CH:6][CH:7]=[CH:8][C:3]=2[CH2:2]1)(=[O:24])[C:21]([CH3:23])=[CH2:22]. (4) Given the reactants [CH3:1][O:2][C:3]1[CH:12]=[CH:11][C:10]2[C:5](=[CH:6][CH:7]=[C:8]([C:13]3[CH:18]=[CH:17][CH:16]=[C:15]([O:19][CH3:20])[CH:14]=3)[CH:9]=2)[C:4]=1[C:21](O)=[O:22].[C:24]([N:31]1[CH2:36][CH2:35][NH:34][CH2:33][CH2:32]1)([O:26][C:27]([CH3:30])([CH3:29])[CH3:28])=[O:25], predict the reaction product. The product is: [CH3:1][O:2][C:3]1[CH:12]=[CH:11][C:10]2[C:5](=[CH:6][CH:7]=[C:8]([C:13]3[CH:18]=[CH:17][CH:16]=[C:15]([O:19][CH3:20])[CH:14]=3)[CH:9]=2)[C:4]=1[C:21]([N:34]1[CH2:33][CH2:32][N:31]([C:24]([O:26][C:27]([CH3:30])([CH3:29])[CH3:28])=[O:25])[CH2:36][CH2:35]1)=[O:22]. (5) Given the reactants [Br:1][C:2]1[CH:10]=[CH:9][C:5]([C:6](Cl)=[O:7])=[CH:4][CH:3]=1.[NH:11]1[CH2:15][CH2:14][C@@H:13]([OH:16])[CH2:12]1.[CH3:17][S:18](Cl)(=[O:20])=[O:19].C(OCC)C, predict the reaction product. The product is: [Br:1][C:2]1[CH:10]=[CH:9][C:5]([C:6]([N:11]2[CH2:15][CH2:14][C@@H:13]([O:16][S:18]([CH3:17])(=[O:20])=[O:19])[CH2:12]2)=[O:7])=[CH:4][CH:3]=1. (6) Given the reactants [C:1]([O:5][C:6]([N:8]1[CH2:13][CH2:12][C:11]([F:16])([CH2:14][OH:15])[CH2:10][CH2:9]1)=[O:7])([CH3:4])([CH3:3])[CH3:2].CC(C)([O-])C.[K+].[CH2:23]([C:27]1[N:28]=[N:29][C:30](Cl)=[CH:31][C:32]=1[C:33]1[CH:38]=[CH:37][C:36]([O:39][CH:40]2[CH2:45][CH2:44][CH2:43][CH2:42][CH2:41]2)=[CH:35][CH:34]=1)[CH2:24][CH2:25][CH3:26], predict the reaction product. The product is: [C:1]([O:5][C:6]([N:8]1[CH2:9][CH2:10][C:11]([CH2:14][O:15][C:30]2[N:29]=[N:28][C:27]([CH2:23][CH2:24][CH2:25][CH3:26])=[C:32]([C:33]3[CH:34]=[CH:35][C:36]([O:39][CH:40]4[CH2:45][CH2:44][CH2:43][CH2:42][CH2:41]4)=[CH:37][CH:38]=3)[CH:31]=2)([F:16])[CH2:12][CH2:13]1)=[O:7])([CH3:4])([CH3:2])[CH3:3]. (7) Given the reactants [CH2:1]([C:3]([C:15]1[CH:20]=[CH:19][C:18]([OH:21])=[C:17]([CH3:22])[CH:16]=1)([C:6]1[CH:11]=[CH:10][C:9]([C:12]#[CH:13])=[C:8]([CH3:14])[CH:7]=1)[CH2:4][CH3:5])[CH3:2].C([Li])CCC.CCCCCC.[CH3:34][C:35]([CH3:39])([CH3:38])[CH:36]=[O:37].[NH4+].[Cl-], predict the reaction product. The product is: [CH2:1]([C:3]([C:15]1[CH:20]=[CH:19][C:18]([OH:21])=[C:17]([CH3:22])[CH:16]=1)([C:6]1[CH:11]=[CH:10][C:9]([C:12]#[C:13][CH:36]([OH:37])[C:35]([CH3:39])([CH3:38])[CH3:34])=[C:8]([CH3:14])[CH:7]=1)[CH2:4][CH3:5])[CH3:2]. (8) The product is: [CH2:15]([N:22]1[CH2:29][CH:28]2[O:30][CH:24]([CH2:25][N:26]([C:2]3[CH:7]=[CH:6][C:5]([N+:8]([O-:10])=[O:9])=[C:4]([O:11][CH3:12])[CH:3]=3)[CH2:27]2)[CH2:23]1)[C:16]1[CH:17]=[CH:18][CH:19]=[CH:20][CH:21]=1. Given the reactants F[C:2]1[CH:7]=[CH:6][C:5]([N+:8]([O-:10])=[O:9])=[C:4]([O:11][CH3:12])[CH:3]=1.Cl.Cl.[CH2:15]([N:22]1[CH2:29][CH:28]2[O:30][CH:24]([CH2:25][NH:26][CH2:27]2)[CH2:23]1)[C:16]1[CH:21]=[CH:20][CH:19]=[CH:18][CH:17]=1.C(=O)([O-])[O-].[Cs+].[Cs+], predict the reaction product. (9) Given the reactants [NH:1]1[C:5]2[CH:6]=[CH:7][CH:8]=[CH:9][C:4]=2[N:3]=[C:2]1[C:10]([N:12]1[CH2:15][CH:14]([C:16]2[C:21]([Cl:22])=[N:20][CH:19]=[CH:18][N:17]=2)[CH2:13]1)=[O:11].[H-].[Na+].[F:25][C:26]([F:30])([F:29])[CH2:27]I, predict the reaction product. The product is: [Cl:22][C:21]1[C:16]([CH:14]2[CH2:13][N:12]([C:10]([C:2]3[N:3]([CH2:27][C:26]([F:30])([F:29])[F:25])[C:4]4[CH:9]=[CH:8][CH:7]=[CH:6][C:5]=4[N:1]=3)=[O:11])[CH2:15]2)=[N:17][CH:18]=[CH:19][N:20]=1. (10) Given the reactants [F:1][C:2]1[CH:3]=[C:4]([NH:21][C:22]([C:24]2[C:25](=[O:55])[N:26]([C:49]3[CH:54]=[CH:53][CH:52]=[CH:51][CH:50]=3)[N:27]([CH2:30][C@H:31]([O:33][C:34](=[O:48])[C@@H:35]([NH:37]C(OCC3C=CC=CC=3)=O)[CH3:36])[CH3:32])[C:28]=2[CH3:29])=[O:23])[CH:5]=[CH:6][C:7]=1[O:8][C:9]1[C:18]2[C:13](=[CH:14][C:15]([O:19][CH3:20])=[CH:16][CH:17]=2)[N:12]=[CH:11][CH:10]=1, predict the reaction product. The product is: [F:1][C:2]1[CH:3]=[C:4]([NH:21][C:22]([C:24]2[C:25](=[O:55])[N:26]([C:49]3[CH:50]=[CH:51][CH:52]=[CH:53][CH:54]=3)[N:27]([CH2:30][C@H:31]([O:33][C:34](=[O:48])[C@@H:35]([NH2:37])[CH3:36])[CH3:32])[C:28]=2[CH3:29])=[O:23])[CH:5]=[CH:6][C:7]=1[O:8][C:9]1[C:18]2[C:13](=[CH:14][C:15]([O:19][CH3:20])=[CH:16][CH:17]=2)[N:12]=[CH:11][CH:10]=1.